From a dataset of Catalyst prediction with 721,799 reactions and 888 catalyst types from USPTO. Predict which catalyst facilitates the given reaction. Reactant: [Cl:1][C:2]1[CH:10]=[C:9]2[C:5]([C:6]([C:17](=O)[C:18]([O:20][CH2:21][CH3:22])=[O:19])=[C:7]([C:12](OCC)=[O:13])[N:8]2[CH3:11])=[CH:4][CH:3]=1.O.[NH2:25][NH2:26]. Product: [Cl:1][C:2]1[CH:3]=[CH:4][C:5]2[C:6]3[C:17]([C:18]([O:20][CH2:21][CH3:22])=[O:19])=[N:26][NH:25][C:12](=[O:13])[C:7]=3[N:8]([CH3:11])[C:9]=2[CH:10]=1. The catalyst class is: 15.